Dataset: Reaction yield outcomes from USPTO patents with 853,638 reactions. Task: Predict the reaction yield, written as a fraction of the theoretical maximum amount of product (1.0 means a 100% yield; for example, 0.34 means a 34% yield). (1) The reactants are [OH:1][C:2]1[CH:7]=[CH:6][C:5]([N+:8]([O-:10])=[O:9])=[CH:4][N:3]=1.S([O-])([O-])(=O)=O.[Na+].[Na+].[F:18][C:19]([F:27])(S(F)(=O)=O)C(O)=O. The catalyst is C(#N)C. The product is [F:18][CH:19]([F:27])[O:1][C:2]1[CH:7]=[CH:6][C:5]([N+:8]([O-:10])=[O:9])=[CH:4][N:3]=1. The yield is 0.490. (2) The reactants are [CH3:1][C@@H:2]1[O:7][C:6]2[N:8]=[CH:9][C:10]([C:12]([O:14]C)=[O:13])=[CH:11][C:5]=2[NH:4][C:3]1=[O:16].[OH-].[Na+].Cl. The catalyst is O1CCCC1.CO. The product is [CH3:1][C@@H:2]1[O:7][C:6]2[N:8]=[CH:9][C:10]([C:12]([OH:14])=[O:13])=[CH:11][C:5]=2[NH:4][C:3]1=[O:16]. The yield is 0.860. (3) The reactants are Cl[S:2]([C:5]1[CH:6]=[C:7]2[C:11](=[CH:12][CH:13]=1)[NH:10][C:9](=[O:14])[CH2:8]2)(=[O:4])=[O:3].[F:15][C:16]([F:25])([F:24])[C:17]1[CH:23]=[CH:22][C:20]([NH2:21])=[CH:19][CH:18]=1.N1C=CC=CC=1. The catalyst is ClCCl. The product is [F:15][C:16]([F:24])([F:25])[C:17]1[CH:18]=[CH:19][C:20]([NH:21][S:2]([C:5]2[CH:6]=[C:7]3[C:11](=[CH:12][CH:13]=2)[NH:10][C:9](=[O:14])[CH2:8]3)(=[O:4])=[O:3])=[CH:22][CH:23]=1. The yield is 0.370. (4) The reactants are Cl.[NH2:2][C@H:3]([CH2:8][C:9]([O:11][CH3:12])=[O:10])[C:4]([O:6][CH3:7])=[O:5].C(=O)(O)[O-].[Na+].Cl[C:19]1[C:24]([N+:25]([O-:27])=[O:26])=[CH:23][CH:22]=[C:21]([Cl:28])[N:20]=1. The catalyst is O1CCCC1. The product is [Cl:28][C:21]1[N:20]=[C:19]([NH:2][C@H:3]([CH2:8][C:9]([O:11][CH3:12])=[O:10])[C:4]([O:6][CH3:7])=[O:5])[C:24]([N+:25]([O-:27])=[O:26])=[CH:23][CH:22]=1. The yield is 0.390. (5) The reactants are Cl[C:2]1[CH:7]=[C:6]([NH:8][CH2:9][CH:10]2[CH2:15][CH2:14][N:13]([C:16]([O:18][C:19]([CH3:22])([CH3:21])[CH3:20])=[O:17])[CH2:12][CH2:11]2)[C:5](I)=[CH:4][N:3]=1.C[Si](C)(C)[O:26][C:27]([CH3:31])([C:29]#[CH:30])[CH3:28].[N:34]1C=CC=C[CH:35]=1.[NH2:40][C:41]1[CH2:46][N:45](C#N)[CH:44]=[CH:43][N:42]=1.CC1(C)C2C(=C(P(C3C=CC=CC=3)C3C=CC=CC=3)C=CC=2)OC2C(P(C3C=CC=CC=3)C3C=CC=CC=3)=CC=CC1=2.C(=O)([O-])[O-].[Cs+].[Cs+]. The catalyst is O1CCOCC1.Cl[Pd](Cl)([P](C1C=CC=CC=1)(C1C=CC=CC=1)C1C=CC=CC=1)[P](C1C=CC=CC=1)(C1C=CC=CC=1)C1C=CC=CC=1.[Cu](I)I. The product is [C:35]([C:44]1[N:45]=[CH:46][C:41]([NH:40][C:2]2[CH:7]=[C:6]([NH:8][CH2:9][CH:10]3[CH2:15][CH2:14][N:13]([C:16]([O:18][C:19]([CH3:22])([CH3:21])[CH3:20])=[O:17])[CH2:12][CH2:11]3)[C:5]([C:30]#[C:29][C:27]([OH:26])([CH3:31])[CH3:28])=[CH:4][N:3]=2)=[N:42][CH:43]=1)#[N:34]. The yield is 0.270.